The task is: Predict which catalyst facilitates the given reaction.. This data is from Catalyst prediction with 721,799 reactions and 888 catalyst types from USPTO. (1) Reactant: [C:1]12([C:12]3[C:7](=[CH:8][CH:9]=[CH:10][C:11]=3[O:13][C:14]3[N:19]=[CH:18][C:17]([NH:20][C:21]([C@@:23]([NH:27]C(=O)OC(C)(C)C)([CH3:26])[CH2:24][CH3:25])=[O:22])=[CH:16][N:15]=3)[O:6][CH2:5][CH2:4]1)[CH2:3][CH2:2]2.C(O)(C(F)(F)F)=O. Product: [C:1]12([C:12]3[C:7](=[CH:8][CH:9]=[CH:10][C:11]=3[O:13][C:14]3[N:19]=[CH:18][C:17]([NH:20][C:21](=[O:22])[C@:23]([CH3:26])([CH2:24][CH3:25])[NH2:27])=[CH:16][N:15]=3)[O:6][CH2:5][CH2:4]1)[CH2:2][CH2:3]2. The catalyst class is: 4. (2) The catalyst class is: 30. Product: [CH3:24][O:23][C:19]1[CH:18]=[C:17]([C:9]2([C:26]3[CH:31]=[CH:30][N:29]=[CH:28][CH:27]=3)[C:8]3[C:3](=[N:4][CH:5]=[CH:6][CH:7]=3)[C:1]([NH2:2])=[N:10]2)[CH:22]=[CH:21][CH:20]=1. Reactant: [C:1]([C:3]1[C:8]([C:9]([C:17]2[CH:22]=[CH:21][CH:20]=[C:19]([O:23][CH3:24])[CH:18]=2)=[N:10]S(C(C)(C)C)=O)=[CH:7][CH:6]=[CH:5][N:4]=1)#[N:2].I[C:26]1[CH:31]=[CH:30][N:29]=[CH:28][CH:27]=1.C([Li])(C)(C)C.Cl.